This data is from Full USPTO retrosynthesis dataset with 1.9M reactions from patents (1976-2016). The task is: Predict the reactants needed to synthesize the given product. (1) Given the product [Cl:1][C:2]1[CH:7]=[C:6]([NH:8][C:9]2[CH:14]=[CH:13][C:12]([F:15])=[CH:11][C:10]=2[F:16])[CH:5]=[CH:4][C:3]=1[C:17]([C:19]1[CH:24]=[C:23]([N:25]2[CH:29]=[C:28]([CH2:30][CH2:31][NH:32][CH2:33][CH2:34][OH:35])[N:27]=[N:26]2)[CH:22]=[CH:21][C:20]=1[CH3:38])=[O:18], predict the reactants needed to synthesize it. The reactants are: [Cl:1][C:2]1[CH:7]=[C:6]([NH:8][C:9]2[CH:14]=[CH:13][C:12]([F:15])=[CH:11][C:10]=2[F:16])[CH:5]=[CH:4][C:3]=1[C:17]([C:19]1[CH:24]=[C:23]([N:25]2[CH:29]=[C:28]([CH2:30][CH2:31][N:32]3CC[O:35][CH2:34][CH2:33]3)[N:27]=[N:26]2)[CH:22]=[CH:21][C:20]=1[CH3:38])=[O:18].ClC1C=C(NC2C=CC(F)=CC=2F)C=CC=1C(C1C=C(N2C=C(CCOS(C3C=CC(C)=CC=3)(=O)=O)N=N2)C=CC=1C)=O.NCCO. (2) Given the product [F:19][C:20]1[CH:21]=[C:22]([N:35]2[CH2:39][C@H:38]([CH2:40][N:41]3[CH:45]=[CH:44][N:43]=[N:42]3)[O:37][C:36]2=[O:46])[CH:23]=[CH:24][C:25]=1[C:2]1[CH:7]=[N:6][C:5]([C:8]2[CH2:12][C@@H:11]([CH2:13][N:14]([CH2:15][CH2:16][OH:17])[CH3:18])[O:10][N:9]=2)=[CH:4][CH:3]=1, predict the reactants needed to synthesize it. The reactants are: Br[C:2]1[CH:3]=[CH:4][C:5]([C:8]2[CH2:12][C@@H:11]([CH2:13][N:14]([CH3:18])[CH2:15][CH2:16][OH:17])[O:10][N:9]=2)=[N:6][CH:7]=1.[F:19][C:20]1[CH:21]=[C:22]([N:35]2[CH2:39][C@H:38]([CH2:40][N:41]3[CH:45]=[CH:44][N:43]=[N:42]3)[O:37][C:36]2=[O:46])[CH:23]=[CH:24][C:25]=1B1OC(C)(C)C(C)(C)O1.C(=O)([O-])[O-].[K+].[K+].